Dataset: Reaction yield outcomes from USPTO patents with 853,638 reactions. Task: Predict the reaction yield, written as a fraction of the theoretical maximum amount of product (1.0 means a 100% yield; for example, 0.34 means a 34% yield). (1) The reactants are C[O:2][C:3]([C@H:5]1[CH2:10][CH2:9][C@@H:8]([O:11][C:12]2[CH:17]=[CH:16][CH:15]=[CH:14][CH:13]=2)[CH2:7][CH2:6]1)=O.O.[NH2:19][NH2:20]. The catalyst is C1(C)C=CC=CC=1. The product is [O:11]([C@@H:8]1[CH2:9][CH2:10][C@H:5]([C:3]([NH:19][NH2:20])=[O:2])[CH2:6][CH2:7]1)[C:12]1[CH:17]=[CH:16][CH:15]=[CH:14][CH:13]=1. The yield is 0.920. (2) The reactants are [CH3:1][C:2](=[CH:5][C:6]1[CH:11]=[CH:10][C:9]([CH3:12])=[CH:8][CH:7]=1)[CH2:3]O.P(Br)(Br)[Br:14].O. The catalyst is C(OC(C)C)(C)C. The product is [Br:14][CH2:3][C:2]([CH3:1])=[CH:5][C:6]1[CH:11]=[CH:10][C:9]([CH3:12])=[CH:8][CH:7]=1. The yield is 0.800. (3) The reactants are OS([O-])=O.[Na+].[CH:6]([C:8]1[CH:17]=[CH:16][C:11]([C:12]([O:14][CH3:15])=[O:13])=[CH:10][CH:9]=1)=O.[C:18]1([NH2:25])[C:19]([NH2:24])=[CH:20][CH:21]=[CH:22][CH:23]=1. The catalyst is C(O)C. The product is [NH:24]1[C:19]2[CH:20]=[CH:21][CH:22]=[CH:23][C:18]=2[N:25]=[C:6]1[C:8]1[CH:17]=[CH:16][C:11]([C:12]([O:14][CH3:15])=[O:13])=[CH:10][CH:9]=1. The yield is 1.00.